This data is from Reaction yield outcomes from USPTO patents with 853,638 reactions. The task is: Predict the reaction yield, written as a fraction of the theoretical maximum amount of product (1.0 means a 100% yield; for example, 0.34 means a 34% yield). (1) The reactants are [CH2:1]1[O:7][CH2:6][C@@H:4](O)[C@H:2]1O.I([O-])(=O)(=O)=O.[Na+].[F:14][C:15]1[C:20]([F:21])=[CH:19][CH:18]=[CH:17][C:16]=1[C:22]1[CH:23]=[N:24][O:25][C:26]=1[C:27]1[C:35]2[C:30](=[N:31][CH:32]=[C:33]([C:36]3[CH2:41][CH2:40][CH:39]([NH2:42])[CH2:38][CH:37]=3)[CH:34]=2)[NH:29][CH:28]=1.C([BH3-])#N.[Na+].C(O)(C(F)(F)F)=O. The catalyst is O.CO. The product is [F:14][C:15]1[C:20]([F:21])=[CH:19][CH:18]=[CH:17][C:16]=1[C:22]1[CH:23]=[N:24][O:25][C:26]=1[C:27]1[C:35]2[C:30](=[N:31][CH:32]=[C:33]([C:36]3[CH2:41][CH2:40][CH:39]([N:42]4[CH2:2][CH2:1][O:7][CH2:6][CH2:4]4)[CH2:38][CH:37]=3)[CH:34]=2)[NH:29][CH:28]=1. The yield is 0.360. (2) The reactants are C[O:2][C:3]1[CH:11]=[C:10]2[C:6]([C:7]([C:14]([NH:16][CH2:17][CH2:18][CH2:19][N:20]3[CH2:25][CH2:24][O:23][CH2:22][CH2:21]3)=[O:15])=[C:8]([CH3:13])[N:9]2[CH3:12])=[CH:5][CH:4]=1.B(Br)(Br)Br.C(Cl)Cl. No catalyst specified. The product is [OH:2][C:3]1[CH:11]=[C:10]2[C:6]([C:7]([C:14]([NH:16][CH2:17][CH2:18][CH2:19][N:20]3[CH2:21][CH2:22][O:23][CH2:24][CH2:25]3)=[O:15])=[C:8]([CH3:13])[N:9]2[CH3:12])=[CH:5][CH:4]=1. The yield is 0.590. (3) The reactants are [H-].[Na+].[NH:3]1[CH:7]=[CH:6][CH:5]=[CH:4]1.[C:8]1([CH3:18])[CH:13]=[CH:12][C:11]([S:14](Cl)(=[O:16])=[O:15])=[CH:10][CH:9]=1.O. The catalyst is C1COCC1. The product is [C:8]1([CH3:18])[CH:13]=[CH:12][C:11]([S:14]([N:3]2[CH:7]=[CH:6][CH:5]=[CH:4]2)(=[O:16])=[O:15])=[CH:10][CH:9]=1. The yield is 0.990.